This data is from Catalyst prediction with 721,799 reactions and 888 catalyst types from USPTO. The task is: Predict which catalyst facilitates the given reaction. Reactant: [CH3:1][N:2]1[CH:6]=[CH:5][CH:4]=[C:3]1[C:7]([OH:9])=O.F[P-](F)(F)(F)(F)F.C[N+](C)=C(N(C)C)ON1C2N=CC=CC=2N=N1.C(N(CC)C(C)C)(C)C.[CH3:43][C:44]1[C:48]2[CH2:49][NH:50][CH2:51][CH2:52][C:47]=2[S:46][C:45]=1[C:53]([O:55][CH2:56][CH3:57])=[O:54]. Product: [CH3:43][C:44]1[C:48]2[CH2:49][N:50]([C:7]([C:3]3[N:2]([CH3:1])[CH:6]=[CH:5][CH:4]=3)=[O:9])[CH2:51][CH2:52][C:47]=2[S:46][C:45]=1[C:53]([O:55][CH2:56][CH3:57])=[O:54]. The catalyst class is: 9.